From a dataset of Reaction yield outcomes from USPTO patents with 853,638 reactions. Predict the reaction yield, written as a fraction of the theoretical maximum amount of product (1.0 means a 100% yield; for example, 0.34 means a 34% yield). (1) The reactants are [NH2:1][CH2:2][C@H:3]([F:6])[CH2:4][OH:5].C(=O)([O-])[O-].[K+].[K+].[C:13](O[C:13]([O:15][C:16]([CH3:19])([CH3:18])[CH3:17])=[O:14])([O:15][C:16]([CH3:19])([CH3:18])[CH3:17])=[O:14]. The catalyst is O1CCOCC1. The product is [F:6][C@H:3]([CH2:4][OH:5])[CH2:2][NH:1][C:13](=[O:14])[O:15][C:16]([CH3:19])([CH3:18])[CH3:17]. The yield is 0.990. (2) The catalyst is O1CCCC1.ClCCl. The yield is 0.450. The reactants are C(N(CC)CC)C.[C:8]([O:12][C:13]([N:15]1[C@@H:20]([C@@H:21]([OH:33])[C@@H:22]([NH2:32])[CH2:23][C:24]2[CH:29]=[C:28]([F:30])[CH:27]=[C:26]([Cl:31])[CH:25]=2)[CH2:19][O:18][C@@H:17]([O:34][CH2:35][C:36]([CH3:39])([CH3:38])[CH3:37])[CH2:16]1)=[O:14])([CH3:11])([CH3:10])[CH3:9].[C:40](OC(=O)C)(=[O:42])[CH3:41]. The product is [C:8]([O:12][C:13]([N:15]1[C@@H:20]([C@@H:21]([OH:33])[C@@H:22]([NH:32][C:40](=[O:42])[CH3:41])[CH2:23][C:24]2[CH:29]=[C:28]([F:30])[CH:27]=[C:26]([Cl:31])[CH:25]=2)[CH2:19][O:18][C@@H:17]([O:34][CH2:35][C:36]([CH3:39])([CH3:38])[CH3:37])[CH2:16]1)=[O:14])([CH3:10])([CH3:9])[CH3:11]. (3) The reactants are [Cl:1][C:2]1[S:3][C:4]([NH:8][C:9](=[O:14])[CH2:10][CH2:11][S:12][CH3:13])=[C:5]([Cl:7])[N:6]=1.[C:15]([O-])([O-])=O.[K+].[K+].IC. The catalyst is CN(C=O)C.O. The product is [Cl:1][C:2]1[S:3][C:4]([N:8]([CH3:15])[C:9](=[O:14])[CH2:10][CH2:11][S:12][CH3:13])=[C:5]([Cl:7])[N:6]=1. The yield is 0.440. (4) The reactants are [Cl:1][C:2]1[CH:7]=[CH:6][CH:5]=[C:4]([Cl:8])[C:3]=1[C:9]1[CH:18]=[CH:17][C:16]2[C:11](=[CH:12][CH:13]=[C:14]([CH2:19][CH:20]([NH:25][C:26]3[C:29](=[O:30])[C:28](=[O:31])[C:27]=3OC(C)C)[C:21]([O:23][CH3:24])=[O:22])[CH:15]=2)[N:10]=1.[CH2:36]([NH2:39])[CH2:37][CH3:38].CN(C=O)C. The catalyst is CO.O. The product is [Cl:8][C:4]1[CH:5]=[CH:6][CH:7]=[C:2]([Cl:1])[C:3]=1[C:9]1[CH:18]=[CH:17][C:16]2[C:11](=[CH:12][CH:13]=[C:14]([CH2:19][CH:20]([NH:25][C:26]3[C:29](=[O:30])[C:28](=[O:31])[C:27]=3[NH:39][CH2:36][CH2:37][CH3:38])[C:21]([O:23][CH3:24])=[O:22])[CH:15]=2)[N:10]=1. The yield is 0.100. (5) The reactants are CC1C=CC([C:8]2[CH:13]=[CH:12][C:11]([NH:14][C:15]([C:17]3[CH:39]=[CH:38][C:20]([O:21][C:22]4[CH:31]=[C:30]5[C:25]([CH:26]([C:32]([O:34]C)=[O:33])[CH2:27][CH2:28][O:29]5)=[CH:24][C:23]=4[C:36]#[N:37])=[CH:19][CH:18]=3)=[O:16])=[CH:10][CH:9]=2)=CC=1.O[Li].O.O1[CH2:48][CH2:47]OCC1.Cl. The catalyst is C1COCC1. The product is [C:36]([C:23]1[CH:24]=[C:25]2[C:30](=[CH:31][C:22]=1[O:21][C:20]1[CH:38]=[CH:39][C:17]([C:15](=[O:16])[NH:14][C:11]3[CH:10]=[C:9]([C:8]4[CH:13]=[CH:12][C:47]([CH3:48])=[CH:10][CH:9]=4)[CH:8]=[CH:13][CH:12]=3)=[CH:18][CH:19]=1)[O:29][CH2:28][CH2:27][CH:26]2[C:32]([OH:34])=[O:33])#[N:37]. The yield is 0.930. (6) The reactants are [F:1][CH:2]([F:5])[CH2:3][OH:4].[S:6](Cl)([CH3:9])(=[O:8])=[O:7].C(N(CC)CC)C. The catalyst is C(Cl)Cl. The product is [F:1][CH:2]([F:5])[CH2:3][O:4][S:6]([CH3:9])(=[O:8])=[O:7]. The yield is 0.920.